Dataset: Forward reaction prediction with 1.9M reactions from USPTO patents (1976-2016). Task: Predict the product of the given reaction. Given the reactants [C:1]([C:3]1[C:4]([C:9]2[CH:14]=[CH:13][CH:12]=[CH:11][CH:10]=2)=[N:5][O:6][C:7]=1[CH3:8])#[CH:2].Br[C:16]1[N:17]=[C:18]([CH:21]([CH3:23])[CH3:22])[S:19][CH:20]=1, predict the reaction product. The product is: [CH:21]([C:18]1[S:19][CH:20]=[C:16]([C:2]#[C:1][C:3]2[C:4]([C:9]3[CH:14]=[CH:13][CH:12]=[CH:11][CH:10]=3)=[N:5][O:6][C:7]=2[CH3:8])[N:17]=1)([CH3:23])[CH3:22].